From a dataset of Reaction yield outcomes from USPTO patents with 853,638 reactions. Predict the reaction yield, written as a fraction of the theoretical maximum amount of product (1.0 means a 100% yield; for example, 0.34 means a 34% yield). (1) The reactants are [OH:1][CH:2]([C:4]1[CH:9]=[CH:8][C:7]([CH:10]2[C:14]3[C:15]([CH3:29])=[C:16]([NH:21][C:22](=[O:28])[CH2:23][C:24]([CH3:27])([CH3:26])[CH3:25])[C:17]([CH3:20])=[C:18]([CH3:19])[C:13]=3[O:12][CH2:11]2)=[CH:6][CH:5]=1)[CH3:3].C1COCC1.C(OC(C)C)(C)C. No catalyst specified. The product is [C:2]([C:4]1[CH:9]=[CH:8][C:7]([CH:10]2[C:14]3[C:15]([CH3:29])=[C:16]([NH:21][C:22](=[O:28])[CH2:23][C:24]([CH3:26])([CH3:25])[CH3:27])[C:17]([CH3:20])=[C:18]([CH3:19])[C:13]=3[O:12][CH2:11]2)=[CH:6][CH:5]=1)(=[O:1])[CH3:3]. The yield is 0.650. (2) The reactants are [CH3:1][C:2]1([CH3:11])[C:5](=[O:6])[CH2:4][CH:3]1[C:7]([O:9]C)=[O:8].[OH-].[Na+]. The catalyst is CO. The product is [CH3:1][C:2]1([CH3:11])[C:5](=[O:6])[CH2:4][CH:3]1[C:7]([OH:9])=[O:8]. The yield is 0.860. (3) The reactants are [NH2:1][CH:2]([CH:14]([CH3:17])[CH2:15][CH3:16])[C:3]([NH:5][CH2:6][CH2:7][N:8]1[CH2:13][CH2:12][O:11][CH2:10][CH2:9]1)=[O:4].O.[C:19]1([CH3:29])[CH:24]=[CH:23][C:22]([S:25]([OH:28])(=[O:27])=[O:26])=[CH:21][CH:20]=1. The catalyst is O1CCCC1. The product is [S:25]([C:22]1[CH:23]=[CH:24][C:19]([CH3:29])=[CH:20][CH:21]=1)([OH:28])(=[O:27])=[O:26].[S:25]([C:22]1[CH:23]=[CH:24][C:19]([CH3:29])=[CH:20][CH:21]=1)([OH:28])(=[O:27])=[O:26].[NH2:1][CH:2]([CH:14]([CH3:17])[CH2:15][CH3:16])[C:3]([NH:5][CH2:6][CH2:7][N:8]1[CH2:13][CH2:12][O:11][CH2:10][CH2:9]1)=[O:4]. The yield is 0.900. (4) The reactants are [Br:1][C:2]1[CH:7]=[CH:6][C:5]([O:8]C(C=C)C)=[C:4]([N+:13]([O-:15])=[O:14])[CH:3]=1. The catalyst is COCCOCCOC. The product is [Br:1][C:2]1[CH:3]=[C:4]([N+:13]([O-:15])=[O:14])[C:5]([OH:8])=[C:6]([CH2:7]/[CH:2]=[CH:3]/[CH3:4])[CH:7]=1. The yield is 0.880. (5) The reactants are [CH:1]1([CH2:7][O:8][CH2:9][CH2:10][CH2:11][CH2:12][CH2:13][CH2:14][C:15]2[CH:21]=[CH:20][C:18]([NH2:19])=[CH:17][CH:16]=2)[CH2:6][CH2:5][CH2:4][CH2:3][CH2:2]1.[C:22]([C:24]1([C:27](O)=[O:28])[CH2:26][CH2:25]1)#[N:23]. No catalyst specified. The product is [C:22]([C:24]1([C:27]([NH:19][C:18]2[CH:20]=[CH:21][C:15]([CH2:14][CH2:13][CH2:12][CH2:11][CH2:10][CH2:9][O:8][CH2:7][CH:1]3[CH2:6][CH2:5][CH2:4][CH2:3][CH2:2]3)=[CH:16][CH:17]=2)=[O:28])[CH2:26][CH2:25]1)#[N:23]. The yield is 0.990. (6) The reactants are [CH3:1][O:2][C:3]1[C:4]([O:29][C:30]2[CH:35]=[CH:34][CH:33]=[C:32]([C:36]([F:39])([F:38])[F:37])[CH:31]=2)=[C:5]2[C:10](=[C:11]([NH:13][CH2:14][CH2:15][CH2:16][N:17]3C(=O)C4=CC=CC=C4C3=O)[CH:12]=1)[N:9]=[CH:8][CH:7]=[C:6]2[CH3:28]. The catalyst is NN.C(O)C.[OH-].[K+]. The product is [CH3:1][O:2][C:3]1[C:4]([O:29][C:30]2[CH:35]=[CH:34][CH:33]=[C:32]([C:36]([F:37])([F:39])[F:38])[CH:31]=2)=[C:5]2[C:10](=[C:11]([NH:13][CH2:14][CH2:15][CH2:16][NH2:17])[CH:12]=1)[N:9]=[CH:8][CH:7]=[C:6]2[CH3:28]. The yield is 0.800. (7) The reactants are [NH2:1][S:2]([NH:5][C:6]([C:8]1[CH:9]=[CH:10][C:11]2[C:12]([CH:32]3[CH2:37][CH2:36][CH2:35][CH2:34][CH2:33]3)=[C:13]3[C:19]4[CH:20]=[CH:21][C:22]([O:24][CH3:25])=[CH:23][C:18]=4[CH:17]=[C:16]([C:26]([O:28]C)=[O:27])[CH2:15][N:14]3[C:30]=2[CH:31]=1)=[O:7])(=[O:4])=[O:3].CO.[OH-].[Na+].Cl. The catalyst is CO.O. The product is [NH2:1][S:2]([NH:5][C:6]([C:8]1[CH:9]=[CH:10][C:11]2[C:12]([CH:32]3[CH2:37][CH2:36][CH2:35][CH2:34][CH2:33]3)=[C:13]3[C:19]4[CH:20]=[CH:21][C:22]([O:24][CH3:25])=[CH:23][C:18]=4[CH:17]=[C:16]([C:26]([OH:28])=[O:27])[CH2:15][N:14]3[C:30]=2[CH:31]=1)=[O:7])(=[O:3])=[O:4]. The yield is 0.920. (8) The reactants are C(O[C@@H:5]1[CH2:14][C:9]2([CH2:13][CH2:12][CH2:11][CH2:10]2)[C@@H:8]([C:15]([O:17][CH2:18]C)=[O:16])[C:7]([CH3:20])=[CH:6]1)(=O)C.C1CCN2C(=NCCC2)CC1. The catalyst is Cl. The product is [CH3:20][C:7]1[CH:6]=[CH:5][CH2:14][C:9]2([CH2:10][CH2:11][CH2:12][CH2:13]2)[C:8]=1[C:15]([O:17][CH3:18])=[O:16]. The yield is 0.250.